Dataset: Full USPTO retrosynthesis dataset with 1.9M reactions from patents (1976-2016). Task: Predict the reactants needed to synthesize the given product. (1) Given the product [Cl:24][C:22]1[CH:21]=[CH:20][CH:19]=[C:18]2[C:23]=1[C:14]([O:10][CH:7]1[CH2:8][CH2:9][N:4]([CH:1]([CH3:3])[CH3:2])[CH2:5][CH2:6]1)=[N:15][C:16]([C@@H:25]([NH:27][C:28]1[N:36]=[CH:35][N:34]=[C:33]3[C:29]=1[N:30]=[CH:31][NH:32]3)[CH3:26])=[CH:17]2, predict the reactants needed to synthesize it. The reactants are: [CH:1]([N:4]1[CH2:9][CH2:8][CH:7]([OH:10])[CH2:6][CH2:5]1)([CH3:3])[CH3:2].[H-].[Na+].Cl[C:14]1[C:23]2[C:18](=[CH:19][CH:20]=[CH:21][C:22]=2[Cl:24])[CH:17]=[C:16]([C@@H:25]([NH:27][C:28]2[N:36]=[CH:35][N:34]=[C:33]3[C:29]=2[N:30]=[CH:31][NH:32]3)[CH3:26])[N:15]=1.O. (2) Given the product [Cl:49][CH2:50][CH:51]([OH:58])[CH2:52][C:53]([O:55][CH2:56][CH3:57])=[O:54], predict the reactants needed to synthesize it. The reactants are: C1N=C(N)C2N=CN([C@@H]3O[C@H](COP(OP(OC[C@H]4O[C@@H](N5C=C(C(N)=O)CC=C5)[C@H](O)[C@@H]4O)(O)=O)(O)=O)[C@@H](O)[C@H]3OP(O)(O)=O)C=2N=1.[Cl:49][CH2:50][C:51](=[O:58])[CH2:52][C:53]([O:55][CH2:56][CH3:57])=[O:54].C([O-])=O.[Na+].C1C=[N+]([C@@H]2O[C@H](COP(OP(OC[C@H]3O[C@@H](N4C5N=CN=C(N)C=5N=C4)[C@H](OP(O)(O)=O)[C@@H]3O)(O)=O)(O)=O)[C@@H](O)[C@H]2O)C=C(C(N)=O)C=1. (3) Given the product [ClH:38].[CH3:24][NH:23][CH2:22][C:11]1[CH:10]=[C:9]([C:8]2[C:3]([C:1]#[N:2])=[N:4][CH:5]=[CH:6][CH:7]=2)[N:13]([S:14]([C:17]2[S:18][CH:19]=[CH:20][CH:21]=2)(=[O:16])=[O:15])[CH:12]=1, predict the reactants needed to synthesize it. The reactants are: [C:1]([C:3]1[C:8]([C:9]2[N:13]([S:14]([C:17]3[S:18][CH:19]=[CH:20][CH:21]=3)(=[O:16])=[O:15])[CH:12]=[C:11]([CH2:22][N:23](C)[C:24](=O)OC(C)(C)C)[CH:10]=2)=[CH:7][CH:6]=[CH:5][N:4]=1)#[N:2].C(OCC)(=O)C.[ClH:38].